From a dataset of Peptide-MHC class I binding affinity with 185,985 pairs from IEDB/IMGT. Regression. Given a peptide amino acid sequence and an MHC pseudo amino acid sequence, predict their binding affinity value. This is MHC class I binding data. (1) The peptide sequence is TMQRTRALV. The MHC is H-2-Kd with pseudo-sequence H-2-Kd. The binding affinity (normalized) is 0. (2) The peptide sequence is NDNSTATLC. The MHC is HLA-B40:02 with pseudo-sequence HLA-B40:02. The binding affinity (normalized) is 0.189. (3) The peptide sequence is MEAQFLYLY. The MHC is HLA-A26:01 with pseudo-sequence HLA-A26:01. The binding affinity (normalized) is 0.301. (4) The peptide sequence is VFNNYMPYVF. The MHC is HLA-A01:01 with pseudo-sequence HLA-A01:01. The binding affinity (normalized) is 0.0819. (5) The MHC is HLA-B15:01 with pseudo-sequence HLA-B15:01. The binding affinity (normalized) is 0.0847. The peptide sequence is AKYEICLEK. (6) The peptide sequence is RKLGWWLKL. The MHC is HLA-B35:01 with pseudo-sequence HLA-B35:01. The binding affinity (normalized) is 0.0847. (7) The peptide sequence is REMGIVDLL. The MHC is HLA-A30:01 with pseudo-sequence HLA-A30:01. The binding affinity (normalized) is 0.0847. (8) The peptide sequence is VRRRLTARGL. The binding affinity (normalized) is 0.631. The MHC is Mamu-B08 with pseudo-sequence Mamu-B08.